From a dataset of Full USPTO retrosynthesis dataset with 1.9M reactions from patents (1976-2016). Predict the reactants needed to synthesize the given product. (1) Given the product [CH3:20][C:17]1[CH:18]=[CH:19][C:14]([CH:10]2[CH2:11][N:8]([C:1]([O:3][C:4]([CH3:7])([CH3:6])[CH3:5])=[O:2])[CH2:9]2)=[N:15][CH:16]=1, predict the reactants needed to synthesize it. The reactants are: [C:1]([N:8]1[CH2:11][CH:10](I)[CH2:9]1)([O:3][C:4]([CH3:7])([CH3:6])[CH3:5])=[O:2].Br[C:14]1[CH:19]=[CH:18][C:17]([CH3:20])=[CH:16][N:15]=1. (2) Given the product [CH2:2]([O:4][C:5](=[O:33])[CH2:6][N:7]([CH2:8][C:9]1[CH:14]=[CH:13][CH:12]=[C:11]([CH2:15][O:16][C:17]2[CH:18]=[CH:19][C:20]([C:23]3[CH:28]=[C:27]([F:29])[C:26]([F:30])=[CH:25][C:24]=3[O:31][CH3:32])=[CH:21][CH:22]=2)[CH:10]=1)[C:36](=[O:37])[C:35]([CH3:40])([CH3:39])[CH3:34])[CH3:3], predict the reactants needed to synthesize it. The reactants are: Cl.[CH2:2]([O:4][C:5](=[O:33])[CH2:6][NH:7][CH2:8][C:9]1[CH:14]=[CH:13][CH:12]=[C:11]([CH2:15][O:16][C:17]2[CH:22]=[CH:21][C:20]([C:23]3[CH:28]=[C:27]([F:29])[C:26]([F:30])=[CH:25][C:24]=3[O:31][CH3:32])=[CH:19][CH:18]=2)[CH:10]=1)[CH3:3].[CH3:34][C:35]([CH3:40])([CH3:39])[C:36](Cl)=[O:37].C(N(CC)CC)C.